Dataset: Reaction yield outcomes from USPTO patents with 853,638 reactions. Task: Predict the reaction yield, written as a fraction of the theoretical maximum amount of product (1.0 means a 100% yield; for example, 0.34 means a 34% yield). (1) The reactants are [F:1][C:2]1[CH:3]=[C:4]2[C:9](=[CH:10][CH:11]=1)[N:8]=[CH:7][CH:6]=[C:5]2[CH:12]1[CH2:17][CH2:16][C:15](=O)[CH2:14][CH2:13]1.C([O-])(=O)C.[NH4+].C([BH3-])#[N:25].[Na+]. The catalyst is CCO.CO. The product is [F:1][C:2]1[CH:3]=[C:4]2[C:9](=[CH:10][CH:11]=1)[N:8]=[CH:7][CH:6]=[C:5]2[C@H:12]1[CH2:17][CH2:16][C@H:15]([NH2:25])[CH2:14][CH2:13]1. The yield is 0.434. (2) The reactants are [Li][CH2:2]CCC.[C:6]([O:10][C:11]([N:13]1[C:21]2[C:16](=[CH:17][C:18]([CH:22]=O)=[CH:19][CH:20]=2)[CH:15]=[CH:14]1)=[O:12])([CH3:9])([CH3:8])[CH3:7].[Cl-].[NH4+]. The catalyst is [Br-].C[P+](C1C=CC=CC=1)(C1C=CC=CC=1)C1C=CC=CC=1.C1COCC1. The product is [C:6]([O:10][C:11]([N:13]1[C:21]2[C:16](=[CH:17][C:18]([CH:22]=[CH2:2])=[CH:19][CH:20]=2)[CH:15]=[CH:14]1)=[O:12])([CH3:9])([CH3:8])[CH3:7]. The yield is 1.00. (3) The reactants are Cl[C:2]1[C:11]2[C:6](=[CH:7][CH:8]=[C:9](OC(F)(F)F)[CH:10]=2)[N:5]=[C:4]([N:17]2[CH2:23][C:22]3[CH:24]=[CH:25][CH:26]=[CH:27][C:21]=3[S:20](=[O:29])(=[O:28])[CH2:19][CH2:18]2)[CH:3]=1.C[O:31][C:32]([CH:34]1[CH2:38][CH2:37][NH:36][CH2:35]1)=[O:33].[CH:39](N(CC)C(C)C)(C)C. No catalyst specified. The product is [O:29]=[S:20]1(=[O:28])[C:21]2[CH:27]=[CH:26][CH:25]=[CH:24][C:22]=2[CH2:23][N:17]([C:4]2[CH:3]=[C:2]([N:36]3[CH2:37][CH2:38][CH:34]([C:32]([OH:33])=[O:31])[CH2:35]3)[C:11]3[C:6](=[CH:7][CH:8]=[C:9]([CH3:39])[CH:10]=3)[N:5]=2)[CH2:18][CH2:19]1. The yield is 0.198.